Dataset: Catalyst prediction with 721,799 reactions and 888 catalyst types from USPTO. Task: Predict which catalyst facilitates the given reaction. (1) Reactant: [CH:1]12[CH2:7][CH:4]([CH2:5][CH2:6]1)[CH2:3][CH:2]2[CH2:8][OH:9].C1C=C[NH+]=CC=1.[O-][Cr](Cl)(=O)=O. Product: [CH:1]12[CH2:7][CH:4]([CH2:5][CH2:6]1)[CH2:3][CH:2]2[CH:8]=[O:9]. The catalyst class is: 2. (2) Reactant: [NH2:1][C:2]1[CH:7]=[CH:6][C:5]([C:8]2[C:9]([NH2:24])=[N:10][C:11]([NH2:23])=[N:12][C:13]=2[CH2:14][O:15][CH2:16][C:17]2[CH:22]=[CH:21][CH:20]=[CH:19][CH:18]=2)=[CH:4][CH:3]=1.[Br:25]Br. Product: [NH2:1][C:2]1[CH:7]=[CH:6][C:5]([C:8]2[C:9]([NH2:24])=[N:10][C:11]([NH2:23])=[N:12][C:13]=2[CH2:14][O:15][CH2:16][C:17]2[CH:22]=[CH:21][CH:20]=[CH:19][CH:18]=2)=[CH:4][C:3]=1[Br:25]. The catalyst class is: 130. (3) Reactant: [CH3:1][O:2][C:3]([C:5]1[S:6][C:7]([S:22][CH3:23])=[C:8]([S:10]([C:13]2[CH:18]=[C:17]([Cl:19])[C:16]([NH2:20])=[C:15]([NH2:21])[CH:14]=2)(=[O:12])=[O:11])[CH:9]=1)=[O:4].[C:24]([O-])(O)=O.[Na+]. Product: [CH3:1][O:2][C:3]([C:5]1[S:6][C:7]([S:22][CH3:23])=[C:8]([S:10]([C:13]2[CH:18]=[C:17]([Cl:19])[C:16]3[NH:20][CH:24]=[N:21][C:15]=3[CH:14]=2)(=[O:12])=[O:11])[CH:9]=1)=[O:4]. The catalyst class is: 106. (4) Reactant: [C:1]([O:5][C:6]([NH:8][C@@H:9]([CH2:13][CH2:14][C:15](=[O:22])[N:16]1[CH2:21][CH2:20][CH2:19][CH2:18][CH2:17]1)[C:10]([OH:12])=O)=[O:7])([CH3:4])([CH3:3])[CH3:2].CCN(C(C)C)C(C)C.CN(C(ON1N=NC2C=CC=NC1=2)=[N+](C)C)C.F[P-](F)(F)(F)(F)F.Cl.[CH3:57][O:58][C:59]1[CH:60]=[C:61]([C:67]2[C@@H:76]3[C@@H:71]([CH2:72][CH2:73][CH2:74][CH2:75]3)[C:70](=[O:77])[N:69]([CH:78]3[CH2:83][CH2:82][NH:81][CH2:80][CH2:79]3)[N:68]=2)[CH:62]=[CH:63][C:64]=1[O:65][CH3:66].C(=O)(O)[O-].[Na+]. Product: [CH3:57][O:58][C:59]1[CH:60]=[C:61]([C:67]2[C@@H:76]3[C@@H:71]([CH2:72][CH2:73][CH2:74][CH2:75]3)[C:70](=[O:77])[N:69]([CH:78]3[CH2:79][CH2:80][N:81]([C:10](=[O:12])[C@@H:9]([NH:8][C:6](=[O:7])[O:5][C:1]([CH3:2])([CH3:3])[CH3:4])[CH2:13][CH2:14][C:15](=[O:22])[N:16]4[CH2:21][CH2:20][CH2:19][CH2:18][CH2:17]4)[CH2:82][CH2:83]3)[N:68]=2)[CH:62]=[CH:63][C:64]=1[O:65][CH3:66]. The catalyst class is: 2. (5) Reactant: Br[C:2]1[C:3]([CH:8]([N:11]2[C:19](=[O:20])[C:18]3[C:13](=[CH:14][CH:15]=[CH:16][CH:17]=3)[C:12]2=[O:21])[CH2:9][CH3:10])=[N:4][CH:5]=[N:6][CH:7]=1.C(N(CC)CC)C.[H][H]. Product: [N:6]1[CH:7]=[CH:2][C:3]([CH:8]([N:11]2[C:12](=[O:21])[C:13]3[C:18](=[CH:17][CH:16]=[CH:15][CH:14]=3)[C:19]2=[O:20])[CH2:9][CH3:10])=[N:4][CH:5]=1. The catalyst class is: 129. (6) Reactant: [C:1]([O:4][C@H:5]1[C@@H:11]([O:12][CH2:13][C:14]2[CH:19]=[CH:18][CH:17]=[CH:16][CH:15]=2)[C@H:10]([N:20]=[N+:21]=[N-:22])[C@@H:9]([CH3:23])[O:8][C@@H:6]1[OH:7])(=[O:3])[CH3:2].[C:24]1([N:30]=[C:31](Cl)[C:32]([F:35])([F:34])[F:33])[CH:29]=[CH:28][CH:27]=[CH:26][CH:25]=1.C([O-])([O-])=O.[Cs+].[Cs+]. Product: [C:24]1([N:30]=[C:31]([O:7][C@H:6]2[O:8][C@H:9]([CH3:23])[C@@H:10]([N:20]=[N+:21]=[N-:22])[C@H:11]([O:12][CH2:13][C:14]3[CH:19]=[CH:18][CH:17]=[CH:16][CH:15]=3)[C@@H:5]2[O:4][C:1](=[O:3])[CH3:2])[C:32]([F:33])([F:34])[F:35])[CH:25]=[CH:26][CH:27]=[CH:28][CH:29]=1. The catalyst class is: 4. (7) Reactant: [Cl:1][C:2]1[CH:3]=[CH:4][C:5]([N:15]2[CH:19]=[C:18]([C:20]([F:23])([F:22])[F:21])[N:17]=[N:16]2)=[C:6]([C:8]2[N:13]=[CH:12][N:11]=[C:10]([OH:14])[CH:9]=2)[CH:7]=1.CN(C(ON1N=NC2C=CC=NC1=2)=[N+](C)C)C.F[P-](F)(F)(F)(F)F.C1CCN2C(=NCCC2)CC1.N[C@@H:60]1[C:77]2[CH:78]=[C:73]([CH:74]=[CH:75][N:76]=2)[C:72]2[N:71]=[CH:70][CH:69]=[CH:68][C:67]=2[NH:66][C:65](=[O:79])[C@H:64]([CH3:80])[CH2:63][CH2:62][CH2:61]1. Product: [Cl:1][C:2]1[CH:3]=[CH:4][C:5]([N:15]2[CH:19]=[C:18]([C:20]([F:21])([F:23])[F:22])[N:17]=[N:16]2)=[C:6]([C:8]2[N:13]=[CH:12][N:11]([C@@H:60]3[C:77]4[CH:78]=[C:73]([CH:74]=[CH:75][N:76]=4)[C:72]4[N:71]=[CH:70][CH:69]=[CH:68][C:67]=4[NH:66][C:65](=[O:79])[C@H:64]([CH3:80])[CH2:63][CH2:62][CH2:61]3)[C:10](=[O:14])[CH:9]=2)[CH:7]=1. The catalyst class is: 10.